Task: Predict the reaction yield, written as a fraction of the theoretical maximum amount of product (1.0 means a 100% yield; for example, 0.34 means a 34% yield).. Dataset: Reaction yield outcomes from USPTO patents with 853,638 reactions (1) The yield is 0.430. The reactants are [CH2:1]([O:3][C:4]([C:6]1[NH:7][C:8]2[C:13]([CH:14]=1)=[CH:12][C:11]([O:15]C)=[C:10]([CH3:17])[CH:9]=2)=[O:5])[CH3:2].B(Br)(Br)Br. The catalyst is ClCCl. The product is [CH2:1]([O:3][C:4]([C:6]1[NH:7][C:8]2[C:13]([CH:14]=1)=[CH:12][C:11]([OH:15])=[C:10]([CH3:17])[CH:9]=2)=[O:5])[CH3:2]. (2) The reactants are [CH:1]1[C:13]2[NH:12][C:11]3[C:6](=[CH:7][CH:8]=[CH:9][CH:10]=3)[C:5]=2[CH:4]=[C:3]([C:14]#[N:15])[CH:2]=1.[Br:16]N1C(=O)CCC1=O.CCOC(C)=O. The catalyst is C1(C)C=CC=CC=1. The product is [Br:16][C:8]1[CH:7]=[C:6]2[C:11](=[CH:10][CH:9]=1)[NH:12][C:13]1[CH:1]=[CH:2][C:3]([C:14]#[N:15])=[CH:4][C:5]2=1. The yield is 0.900. (3) The reactants are [NH2:1][C:2]1[CH:23]=[CH:22][C:5]([C:6]([NH:8][CH:9]2[CH2:14][CH2:13][N:12]([CH2:15][C:16]3[CH:21]=[CH:20][CH:19]=[CH:18][CH:17]=3)[CH2:11][CH2:10]2)=[O:7])=[C:4]([O:24][CH3:25])[CH:3]=1.[CH3:26][O-].[Na+].C=O.[BH4-].[Na+]. The catalyst is CO. The product is [CH2:15]([N:12]1[CH2:11][CH2:10][CH:9]([NH:8][C:6](=[O:7])[C:5]2[CH:22]=[CH:23][C:2]([NH:1][CH3:26])=[CH:3][C:4]=2[O:24][CH3:25])[CH2:14][CH2:13]1)[C:16]1[CH:17]=[CH:18][CH:19]=[CH:20][CH:21]=1. The yield is 0.780. (4) The reactants are [CH3:1][C:2]1[O:8][CH:7]=[C:6]([OH:9])[C:4](=[O:5])[CH:3]=1.CN(C)C.[C:14](O[C:14](=[O:20])[CH2:15][CH2:16][CH2:17][CH2:18][CH3:19])(=[O:20])[CH2:15][CH2:16][CH2:17][CH2:18][CH3:19]. The catalyst is C1COCC1. The product is [C:14]([O:9][C:6]1[C:4](=[O:5])[CH:3]=[C:2]([CH3:1])[O:8][CH:7]=1)(=[O:20])[CH2:15][CH2:16][CH2:17][CH2:18][CH3:19]. The yield is 0.760. (5) The product is [CH3:24][NH:23][C:13]1([C:9]2[CH:8]=[N:7][CH:12]=[CH:11][CH:10]=2)[CH2:22][CH2:21][C:16]2([O:17][CH2:18][CH2:19][O:20]2)[CH2:15][CH2:14]1. The reactants are [H-].[H-].[H-].[H-].[Li+].[Al+3].[N:7]1[CH:12]=[CH:11][CH:10]=[C:9]([C:13]2([NH:23][C:24](=O)OC)[CH2:22][CH2:21][C:16]3([O:20][CH2:19][CH2:18][O:17]3)[CH2:15][CH2:14]2)[CH:8]=1. The catalyst is C1COCC1. The yield is 0.430. (6) The reactants are [C:1]([NH:6][C:7]1[CH:8]=[C:9]([C:13]2[N:22]=[C:21]([NH:23][C:24]3[CH:25]=[C:26]4[C:30](=[CH:31][CH:32]=3)[N:29]([C:33]([O-:35])=[O:34])[N:28]=[CH:27]4)[C:20]3[C:15](=[CH:16][CH:17]=[C:18]([OH:36])[CH:19]=3)[N:14]=2)[CH:10]=[CH:11][CH:12]=1)(=[O:5])[CH2:2][CH2:3][CH3:4].C(=O)([O-])[O-].[K+].[K+].Br[CH2:44][CH2:45][Cl:46]. The catalyst is CN(C=O)C. The product is [C:1]([NH:6][C:7]1[CH:8]=[C:9]([C:13]2[N:22]=[C:21]([NH:23][C:24]3[CH:25]=[C:26]4[C:30](=[CH:31][CH:32]=3)[N:29]([C:33]([O:35][C:9]([CH3:13])([CH3:10])[CH3:8])=[O:34])[N:28]=[CH:27]4)[C:20]3[C:15](=[CH:16][CH:17]=[C:18]([O:36][CH2:44][CH2:45][Cl:46])[CH:19]=3)[N:14]=2)[CH:10]=[CH:11][CH:12]=1)(=[O:5])[CH2:2][CH2:3][CH3:4]. The yield is 0.600. (7) The reactants are [CH2:1]([N:3]([CH2:37][CH3:38])[CH2:4][CH2:5][CH2:6][NH:7][C:8]1[N:9]=[C:10]([C:27]2[CH:28]=[C:29]([CH:33]=[CH:34][C:35]=2[CH3:36])[C:30](O)=[O:31])[C:11]2[CH:17]=[CH:16][C:15](=[O:18])[N:14]([C:19]3[C:24]([F:25])=[CH:23][CH:22]=[CH:21][C:20]=3[F:26])[C:12]=2[N:13]=1)[CH3:2].CN(C(ON1N=NC2C=CC=CC1=2)=[N+](C)C)C.F[P-](F)(F)(F)(F)F.C(N(CC)CC)C.[NH2:70][CH2:71][C:72]([NH2:74])=[O:73]. The catalyst is CN(C=O)C. The product is [NH2:74][C:72](=[O:73])[CH2:71][NH:70][C:30](=[O:31])[C:29]1[CH:33]=[CH:34][C:35]([CH3:36])=[C:27]([C:10]2[C:11]3[CH:17]=[CH:16][C:15](=[O:18])[N:14]([C:19]4[C:20]([F:26])=[CH:21][CH:22]=[CH:23][C:24]=4[F:25])[C:12]=3[N:13]=[C:8]([NH:7][CH2:6][CH2:5][CH2:4][N:3]([CH2:1][CH3:2])[CH2:37][CH3:38])[N:9]=2)[CH:28]=1. The yield is 0.310.